From a dataset of Ames mutagenicity test results for genotoxicity prediction. Regression/Classification. Given a drug SMILES string, predict its toxicity properties. Task type varies by dataset: regression for continuous values (e.g., LD50, hERG inhibition percentage) or binary classification for toxic/non-toxic outcomes (e.g., AMES mutagenicity, cardiotoxicity, hepatotoxicity). Dataset: ames. The compound is CC(N)C(=O)O. The result is 0 (non-mutagenic).